This data is from Full USPTO retrosynthesis dataset with 1.9M reactions from patents (1976-2016). The task is: Predict the reactants needed to synthesize the given product. (1) Given the product [Cl:1][CH2:2][C:3](=[CH2:40])[CH2:4][O:5][C:6]1[CH:7]=[CH:8][C:9]([CH2:10][NH:11][C:12]2[N:17]=[C:16]([O:18][CH2:19][C:20]([F:23])([F:22])[F:21])[N:15]=[C:14]([NH:24][C:25]3[CH:26]=[CH:27][C:28]([C:29]([OH:31])=[O:30])=[CH:36][CH:37]=3)[N:13]=2)=[CH:38][CH:39]=1, predict the reactants needed to synthesize it. The reactants are: [Cl:1][CH2:2][C:3](=[CH2:40])[CH2:4][O:5][C:6]1[CH:39]=[CH:38][C:9]([CH2:10][NH:11][C:12]2[N:17]=[C:16]([O:18][CH2:19][C:20]([F:23])([F:22])[F:21])[N:15]=[C:14]([NH:24][C:25]3[CH:37]=[CH:36][C:28]([C:29]([O:31]C(C)(C)C)=[O:30])=[CH:27][CH:26]=3)[N:13]=2)=[CH:8][CH:7]=1.C(O)(C(F)(F)F)=O. (2) Given the product [CH3:1][O:2][C:3]1[CH:4]=[C:5]([C:11]2[N:16]=[C:15]([S:17][C:18]3[CH:35]=[CH:34][N:37]=[CH:38][CH:19]=3)[N:14]3[CH:20]=[CH:21][N:22]=[C:13]3[CH:12]=2)[CH:6]=[CH:7][C:8]=1[O:9][CH3:10], predict the reactants needed to synthesize it. The reactants are: [CH3:1][O:2][C:3]1[CH:4]=[C:5]([C:11]2[N:16]=[C:15]([S:17][CH2:18][CH3:19])[N:14]3[CH:20]=[CH:21][N:22]=[C:13]3[CH:12]=2)[CH:6]=[CH:7][C:8]=1[O:9][CH3:10].C1C=C(Cl)C=C(C(OO)=O)C=1.[CH:34]([NH:37][CH:38](C)C)(C)[CH3:35].O.